This data is from Forward reaction prediction with 1.9M reactions from USPTO patents (1976-2016). The task is: Predict the product of the given reaction. (1) Given the reactants [F:1][C:2]1[CH:11]=[CH:10][C:5]([C:6]([O:8][CH3:9])=[O:7])=[C:4]([OH:12])[CH:3]=1.O[CH2:14][CH2:15][CH2:16][CH2:17][NH:18][C:19](=[O:25])[O:20][C:21]([CH3:24])([CH3:23])[CH3:22].C1(P(C2C=CC=CC=2)C2C=CC=CC=2)C=CC=CC=1.CC(OC(/N=N/C(OC(C)C)=O)=O)C, predict the reaction product. The product is: [C:21]([O:20][C:19]([NH:18][CH2:17][CH2:16][CH2:15][CH2:14][O:12][C:4]1[CH:3]=[C:2]([F:1])[CH:11]=[CH:10][C:5]=1[C:6]([O:8][CH3:9])=[O:7])=[O:25])([CH3:24])([CH3:23])[CH3:22]. (2) Given the reactants [Cl:1][C:2]1[CH:7]=[CH:6][C:5]([F:8])=[CH:4][C:3]=1B(O)O.I[C:13]1[N:18]=[C:17]([NH2:19])[N:16]=[C:15]([NH:20][CH3:21])[CH:14]=1, predict the reaction product. The product is: [Cl:1][C:2]1[CH:7]=[CH:6][C:5]([F:8])=[CH:4][C:3]=1[C:13]1[N:18]=[C:17]([NH2:19])[N:16]=[C:15]([NH:20][CH3:21])[CH:14]=1.